This data is from Full USPTO retrosynthesis dataset with 1.9M reactions from patents (1976-2016). The task is: Predict the reactants needed to synthesize the given product. (1) Given the product [OH:13][NH:12][C:8](=[NH:9])[C:7]1[CH:6]=[CH:5][C:4]([N+:1]([O-:3])=[O:2])=[CH:11][CH:10]=1, predict the reactants needed to synthesize it. The reactants are: [N+:1]([C:4]1[CH:11]=[CH:10][C:7]([C:8]#[N:9])=[CH:6][CH:5]=1)([O-:3])=[O:2].[NH2:12][OH:13]. (2) Given the product [NH2:21][C:3]1[CH:4]=[C:5]([CH:8]=[C:9]([O:10][CH:11]2[CH2:16][CH2:15][N:14]([CH:17]3[CH2:18][O:19][CH2:20]3)[CH2:13][CH2:12]2)[C:2]=1[Cl:1])[C:6]#[N:7], predict the reactants needed to synthesize it. The reactants are: [Cl:1][C:2]1[C:9]([O:10][CH:11]2[CH2:16][CH2:15][N:14]([CH:17]3[CH2:20][O:19][CH2:18]3)[CH2:13][CH2:12]2)=[CH:8][C:5]([C:6]#[N:7])=[CH:4][C:3]=1[N+:21]([O-])=O. (3) Given the product [OH:17][CH2:14][CH2:15][CH2:16][N:13]([CH2:12][CH2:11][C:5]1[CH:6]=[CH:7][C:8]([O:9][CH3:10])=[C:3]([O:2][CH3:1])[CH:4]=1)[C:35](=[O:36])[O:37][C:38]([CH3:39])([CH3:40])[CH3:41], predict the reactants needed to synthesize it. The reactants are: [CH3:1][O:2][C:3]1[CH:4]=[C:5]([CH2:11][CH2:12][NH2:13])[CH:6]=[CH:7][C:8]=1[O:9][CH3:10].[C:14](OC)(=[O:17])[CH:15]=[CH2:16].CCN(CC)CC.O([C:35]([O:37][C:38]([CH3:41])([CH3:40])[CH3:39])=[O:36])[C:35]([O:37][C:38]([CH3:41])([CH3:40])[CH3:39])=[O:36].[H-].[H-].[H-].[H-].[Li+].[Al+3].[OH-].[Na+].